From a dataset of Forward reaction prediction with 1.9M reactions from USPTO patents (1976-2016). Predict the product of the given reaction. (1) Given the reactants [O:1]1[C:6]2[CH:7]=[CH:8][C:9]([CH2:11][N:12]([CH:20]3[CH2:25][CH2:24][N:23]([CH2:26][CH2:27][N:28]4[C:37]5[C:32](=[CH:33][CH:34]=[C:35]([Br:38])[CH:36]=5)[N:31]=[CH:30][C:29]4=[O:39])[CH2:22][CH2:21]3)C(=O)OC(C)(C)C)=[CH:10][C:5]=2[O:4][CH2:3][CH2:2]1.FC(F)(F)C(O)=O, predict the reaction product. The product is: [O:1]1[C:6]2[CH:7]=[CH:8][C:9]([CH2:11][NH:12][CH:20]3[CH2:21][CH2:22][N:23]([CH2:26][CH2:27][N:28]4[C:37]5[C:32](=[CH:33][CH:34]=[C:35]([Br:38])[CH:36]=5)[N:31]=[CH:30][C:29]4=[O:39])[CH2:24][CH2:25]3)=[CH:10][C:5]=2[O:4][CH2:3][CH2:2]1. (2) Given the reactants [H-].[Na+].[C:3]([O:7][C:8]([N:10]1[CH2:14][CH2:13][CH2:12][C@@H:11]1[CH:15]=O)=[O:9])([CH3:6])([CH3:5])[CH3:4].[CH3:17]S(C)=O, predict the reaction product. The product is: [CH:15]([C@H:11]1[CH2:12][CH2:13][CH2:14][N:10]1[C:8]([O:7][C:3]([CH3:6])([CH3:5])[CH3:4])=[O:9])=[CH2:17].